Dataset: Reaction yield outcomes from USPTO patents with 853,638 reactions. Task: Predict the reaction yield, written as a fraction of the theoretical maximum amount of product (1.0 means a 100% yield; for example, 0.34 means a 34% yield). (1) The reactants are [H-].[Na+].[OH:3][NH:4][C:5](=[NH:7])[CH3:6].[NH2:8][C:9]1[N:13]([C:14]2[CH:19]=[CH:18][CH:17]=[CH:16][CH:15]=2)[N:12]=[C:11]([C:20](OCC)=O)[C:10]=1[CH3:25]. The catalyst is C1COCC1.O. The product is [CH3:25][C:10]1[C:11]([C:20]2[O:3][N:4]=[C:5]([CH3:6])[N:7]=2)=[N:12][N:13]([C:14]2[CH:15]=[CH:16][CH:17]=[CH:18][CH:19]=2)[C:9]=1[NH2:8]. The yield is 0.400. (2) The reactants are ClC1C=[CH:6][C:5]([CH2:8][CH2:9]C(O)=O)=[CH:4]C=1.[Cl:13][C:14]1[CH:19]=[CH:18][C:17]([CH2:20][CH2:21][C:22]([C:24]2[C:30]([OH:31])=[CH:29][C:28]([OH:32])=[CH:27][C:25]=2[OH:26])=[O:23])=[CH:16][CH:15]=1. No catalyst specified. The product is [OH:26][C:25]1[C:27]([CH2:15][CH2:16][CH:17]([CH3:20])[CH3:18])=[C:28]([OH:32])[C:29]([CH2:9][CH2:8][CH:5]([CH3:4])[CH3:6])([CH2:21][CH2:22][CH:24]([CH3:30])[CH3:25])[C:30](=[O:31])[C:24]=1[C:22](=[O:23])[CH2:21][CH2:20][C:17]1[CH:16]=[CH:15][C:14]([Cl:13])=[CH:19][CH:18]=1. The yield is 0.0800. (3) The yield is 0.272. The reactants are [Br:1][C:2]1[CH:3]=[C:4]([OH:8])[CH:5]=[N:6][CH:7]=1.[C:9]1(P([C:9]2[CH:14]=[CH:13][CH:12]=[CH:11][CH:10]=2)[C:9]2[CH:14]=[CH:13][CH:12]=[CH:11][CH:10]=2)[CH:14]=[CH:13][CH:12]=[CH:11][CH:10]=1.C1(O)CCCCC1. The catalyst is C1COCC1. The product is [Br:1][C:2]1[CH:7]=[N:6][CH:5]=[C:4]([O:8][CH:9]2[CH2:14][CH2:13][CH2:12][CH2:11][CH2:10]2)[CH:3]=1. (4) The reactants are [C:1]([OH:9])(=O)[CH2:2][O:3][CH2:4][CH2:5][CH2:6][CH3:7].C(N(CC)CC)C.C(Cl)CCl.[NH2:21][C@@H:22]([CH2:31][N:32]1[CH2:37][CH2:36][O:35][CH2:34][CH2:33]1)[C@H:23]([C:25]1[CH:30]=[CH:29][CH:28]=[CH:27][CH:26]=1)[OH:24]. The catalyst is C(Cl)Cl. The product is [C:1]([NH:21][C@@H:22]([CH2:31][N:32]1[CH2:33][CH2:34][O:35][CH2:36][CH2:37]1)[C@H:23]([C:25]1[CH:26]=[CH:27][CH:28]=[CH:29][CH:30]=1)[OH:24])(=[O:9])[CH2:2][O:3][CH2:4][CH2:5][CH2:6][CH3:7]. The yield is 0.590. (5) The reactants are Cl[CH2:2][CH2:3][S:4](Cl)(=[O:6])=[O:5].Cl.Cl.[CH:10]1([C:16]2[NH:20][C:19](=[O:21])[C:18]3([CH2:26][CH2:25][NH:24][CH2:23][CH2:22]3)[N:17]=2)[CH2:15][CH2:14][CH2:13][CH2:12][CH2:11]1.C(N(CC)CC)C.N#N. The catalyst is C(Cl)Cl. The product is [CH:10]1([C:16]2[NH:20][C:19](=[O:21])[C:18]3([CH2:22][CH2:23][N:24]([S:4]([CH:3]=[CH2:2])(=[O:6])=[O:5])[CH2:25][CH2:26]3)[N:17]=2)[CH2:11][CH2:12][CH2:13][CH2:14][CH2:15]1. The yield is 0.660.